From a dataset of Reaction yield outcomes from USPTO patents with 853,638 reactions. Predict the reaction yield, written as a fraction of the theoretical maximum amount of product (1.0 means a 100% yield; for example, 0.34 means a 34% yield). (1) The reactants are Cl[C:2]1[C:11]2[CH2:10][CH2:9][CH2:8][CH2:7][C:6]=2[C:5]([Cl:12])=[N:4][N:3]=1.[Cl-].[F:14][C:15]1[CH:22]=[CH:21][C:18]([CH2:19][Zn+])=[CH:17][CH:16]=1. The catalyst is C1COCC1. The product is [Cl:12][C:5]1[C:6]2[CH2:7][CH2:8][CH2:9][CH2:10][C:11]=2[C:2]([CH2:19][C:18]2[CH:21]=[CH:22][C:15]([F:14])=[CH:16][CH:17]=2)=[N:3][N:4]=1. The yield is 0.300. (2) The reactants are CO.[NH2:3][CH:4]([CH2:8][CH2:9][S:10][CH3:11])[C:5]([OH:7])=[O:6].[CH3:12][Si](C=[N+]=[N-])(C)C. The catalyst is CCCCCC. The product is [NH2:3][CH:4]([CH2:8][CH2:9][S:10][CH3:11])[C:5]([O:7][CH3:12])=[O:6]. The yield is 0.0500. (3) The reactants are [CH3:1][O:2][C:3]([C:5]1([C:8]2[CH:13]=[CH:12][C:11]([OH:14])=[C:10]([NH2:15])[CH:9]=2)[CH2:7][CH2:6]1)=[O:4].Cl[C:17](Cl)([O:19]C(=O)OC(Cl)(Cl)Cl)Cl.O. The catalyst is C1COCC1. The product is [CH3:1][O:2][C:3]([C:5]1([C:8]2[CH:13]=[CH:12][C:11]3[O:14][C:17](=[O:19])[NH:15][C:10]=3[CH:9]=2)[CH2:7][CH2:6]1)=[O:4]. The yield is 0.910. (4) The catalyst is CS(C)=O. The yield is 0.800. The product is [C:1]([O:5][C:6](=[O:26])[CH2:7][C@@H:8]([CH2:14][N:27]=[N+:28]=[N-:29])[C@@H:9]([CH3:13])[CH:10]([CH3:12])[CH3:11])([CH3:4])([CH3:3])[CH3:2]. The reactants are [C:1]([O:5][C:6](=[O:26])[CH2:7][C@@H:8]([CH2:14]OS(C1C=CC(C)=CC=1)(=O)=O)[C@@H:9]([CH3:13])[CH:10]([CH3:12])[CH3:11])([CH3:4])([CH3:3])[CH3:2].[N-:27]=[N+:28]=[N-:29].[Na+].O. (5) The reactants are [NH2:1][C:2]1[CH:10]=[CH:9][C:8]([OH:11])=[CH:7][C:3]=1[C:4]([OH:6])=O.Cl.Cl.[CH3:14][C:15]1([CH3:32])[CH2:19][C:18]2([CH2:24][CH2:23][CH2:22][N:21]([CH:25]3[CH2:30][CH2:29][NH:28][CH2:27][CH2:26]3)[CH2:20]2)[C:17](=[O:31])[O:16]1.C(OC(C)C)(C)C. No catalyst specified. The product is [NH2:1][C:2]1[CH:10]=[CH:9][C:8]([OH:11])=[CH:7][C:3]=1[C:4]([N:28]1[CH2:29][CH2:30][CH:25]([N:21]2[CH2:22][CH2:23][CH2:24][C:18]3([C:17](=[O:31])[O:16][C:15]([CH3:14])([CH3:32])[CH2:19]3)[CH2:20]2)[CH2:26][CH2:27]1)=[O:6]. The yield is 0.120. (6) The reactants are [Li]CCCC.N(C(C)C)C(C)C.[CH:13]1([C:16]([O:18][C:19]([CH3:22])([CH3:21])[CH3:20])=[O:17])[CH2:15][CH2:14]1.Br[CH2:24][CH2:25][CH2:26][CH2:27][CH2:28][Cl:29].Cl. The catalyst is C1COCC1.[Cl-].[Na+].O.O. The product is [Cl:29][CH2:28][CH2:27][CH2:26][CH2:25][CH2:24][C:13]1([C:16]([O:18][C:19]([CH3:22])([CH3:21])[CH3:20])=[O:17])[CH2:15][CH2:14]1. The yield is 0.730. (7) The reactants are [N:1]1[C:9]([NH2:10])=[C:8]2[C:4]([N:5]=[CH:6][NH:7]2)=[N:3][CH:2]=1.[C:11]([N:18]1[CH2:23][CH2:22][CH:21](O)[CH2:20][CH2:19]1)([O:13][C:14]([CH3:17])([CH3:16])[CH3:15])=[O:12].C1(P(C2C=CC=CC=2)C2C=CC=CC=2)C=CC=CC=1.CC(OC(/N=N/C(OC(C)C)=O)=O)C. The catalyst is C1COCC1. The product is [NH2:10][C:9]1[N:1]=[CH:2][N:3]=[C:4]2[C:8]=1[N:7]=[CH:6][N:5]2[CH:21]1[CH2:22][CH2:23][N:18]([C:11]([O:13][C:14]([CH3:17])([CH3:16])[CH3:15])=[O:12])[CH2:19][CH2:20]1. The yield is 0.170.